Dataset: Full USPTO retrosynthesis dataset with 1.9M reactions from patents (1976-2016). Task: Predict the reactants needed to synthesize the given product. (1) Given the product [CH3:1][N:2]([CH3:23])/[CH:3]=[CH:36]/[C:35]([C:34]1[C:27]2[C:28](=[N:29][CH:30]=[CH:31][C:26]=2[N:25]([CH3:24])[CH2:47][CH2:48][C:49]2[CH:54]=[CH:53][CH:52]=[CH:51][CH:50]=2)[N:32]([S:38]([C:41]2[CH:46]=[CH:45][CH:44]=[CH:43][CH:42]=2)(=[O:39])=[O:40])[CH:33]=1)=[O:37], predict the reactants needed to synthesize it. The reactants are: [CH3:1][N:2]([CH3:23])[C:3]1N=CN=C2N(COCC[Si](C)(C)C)N=C(C(=O)C)C=12.[CH3:24][N:25]([CH2:47][CH2:48][C:49]1[CH:54]=[CH:53][CH:52]=[CH:51][CH:50]=1)[C:26]1[CH:31]=[CH:30][N:29]=[C:28]2[N:32]([S:38]([C:41]3[CH:46]=[CH:45][CH:44]=[CH:43][CH:42]=3)(=[O:40])=[O:39])[CH:33]=[C:34]([C:35](=[O:37])[CH3:36])[C:27]=12. (2) Given the product [Br:1][C:2]1[CH:3]=[CH:4][C:5]([NH:12][CH2:11][CH2:9][OH:10])=[N:6][CH:7]=1, predict the reactants needed to synthesize it. The reactants are: [Br:1][C:2]1[CH:3]=[CH:4][C:5](Cl)=[N:6][CH:7]=1.[CH2:9]([CH2:11][NH2:12])[OH:10]. (3) The reactants are: [Cl:1][C:2]1[CH:7]=[CH:6][N:5]=[C:4]([NH:8][C@@H:9]([CH2:12][O:13][CH3:14])[CH2:10][CH3:11])[C:3]=1[NH2:15].[C:16](OC)(=[O:20])[C:17]([CH3:19])=O. Given the product [Cl:1][C:2]1[C:3]2[N:15]=[C:17]([CH3:19])[C:16](=[O:20])[N:8]([C@@H:9]([CH2:12][O:13][CH3:14])[CH2:10][CH3:11])[C:4]=2[N:5]=[CH:6][CH:7]=1, predict the reactants needed to synthesize it.